Dataset: Forward reaction prediction with 1.9M reactions from USPTO patents (1976-2016). Task: Predict the product of the given reaction. (1) The product is: [Br:12][C:10]1[CH:11]=[C:7]([C:15](=[O:16])[CH:14]([F:20])[F:13])[S:8][CH:9]=1. Given the reactants C([Li])CCC.Br[C:7]1[S:8][CH:9]=[C:10]([Br:12])[CH:11]=1.[F:13][CH:14]([F:20])[C:15](OCC)=[O:16].Cl, predict the reaction product. (2) Given the reactants [N+:1]([C:4]1[CH:5]=[N:6][N:7]([CH:9]2[CH2:13][CH2:12][CH:11]([OH:14])[CH2:10]2)[CH:8]=1)([O-])=O, predict the reaction product. The product is: [NH2:1][C:4]1[CH:5]=[N:6][N:7]([CH:9]2[CH2:13][CH2:12][CH:11]([OH:14])[CH2:10]2)[CH:8]=1. (3) The product is: [CH2:7]([O:9][C:10]([CH:12]1[CH2:14][CH:13]1[CH:15]([C:17]1[CH:18]=[C:19]2[C:23](=[CH:24][CH:25]=1)[NH:22][CH:21]=[C:20]2[C:26]#[N:27])[OH:16])=[O:11])[CH3:8]. Given the reactants [H-].[Al+3].[Li+].[H-].[H-].[H-].[CH2:7]([O:9][C:10]([CH:12]1[CH2:14][CH:13]1[C:15]([C:17]1[CH:18]=[C:19]2[C:23](=[CH:24][CH:25]=1)[NH:22][CH:21]=[C:20]2[C:26]#[N:27])=[O:16])=[O:11])[CH3:8], predict the reaction product. (4) Given the reactants [CH3:1][CH:2]1[NH:6][C:5](=[O:7])[CH2:4][CH2:3]1.Br[C:9]1[CH:14]=[CH:13][C:12]([C:15]([N:17]2[CH2:22][CH2:21][N:20]([C:23]3[C:28]([CH3:29])=[CH:27][C:26]([CH3:30])=[CH:25][N:24]=3)[CH2:19][CH2:18]2)=[O:16])=[C:11]([F:31])[CH:10]=1, predict the reaction product. The product is: [CH3:29][C:28]1[C:23]([N:20]2[CH2:21][CH2:22][N:17]([C:15]([C:12]3[CH:13]=[CH:14][C:9]([N:6]4[CH:2]([CH3:1])[CH2:3][CH2:4][C:5]4=[O:7])=[CH:10][C:11]=3[F:31])=[O:16])[CH2:18][CH2:19]2)=[N:24][CH:25]=[C:26]([CH3:30])[CH:27]=1. (5) Given the reactants Cl[CH2:2][CH2:3][CH2:4][CH2:5][N:6]1[C:10]2[CH:11]=[CH:12][CH:13]=[CH:14][C:9]=2[N:8]=[N:7]1.[N:15]1[CH:20]=[CH:19][CH:18]=[N:17][C:16]=1[N:21]1[CH2:26][CH2:25][NH:24][CH2:23][CH2:22]1.C(N(C(C)C)CC)(C)C.[I-].[K+], predict the reaction product. The product is: [N:15]1[CH:20]=[CH:19][CH:18]=[N:17][C:16]=1[N:21]1[CH2:26][CH2:25][N:24]([CH2:2][CH2:3][CH2:4][CH2:5][N:6]2[C:10]3[CH:11]=[CH:12][CH:13]=[CH:14][C:9]=3[N:8]=[N:7]2)[CH2:23][CH2:22]1. (6) Given the reactants [Cl:1][C:2]1[CH:3]=[C:4]([CH:8]=[CH:9][C:10]=1[CH:11]([CH3:25])[C:12]([C:18]1[CH:23]=[CH:22][N:21]=[C:20]([Cl:24])[CH:19]=1)([OH:17])[C:13]([F:16])([F:15])[F:14])[C:5](O)=[O:6].[CH3:26][O:27][C:28]([C:30]1[CH:35]=[CH:34][N:33]=[C:32]([NH2:36])[CH:31]=1)=[O:29].CN(C(ON1N=NC2C=CC=CC1=2)=[N+](C)C)C.F[P-](F)(F)(F)(F)F, predict the reaction product. The product is: [CH3:26][O:27][C:28](=[O:29])[C:30]1[CH:35]=[CH:34][N:33]=[C:32]([NH:36][C:5](=[O:6])[C:4]2[CH:8]=[CH:9][C:10]([CH:11]([CH3:25])[C:12]([C:18]3[CH:23]=[CH:22][N:21]=[C:20]([Cl:24])[CH:19]=3)([OH:17])[C:13]([F:14])([F:15])[F:16])=[C:2]([Cl:1])[CH:3]=2)[CH:31]=1.